Task: Predict the product of the given reaction.. Dataset: Forward reaction prediction with 1.9M reactions from USPTO patents (1976-2016) Given the reactants [Br:1][C:2]1[CH:11]=[C:10]2[C:5]([C:6]([OH:27])=[C:7]([C:15]([NH:17][C@H:18]([C:20]([O:22]C(C)(C)C)=[O:21])[CH3:19])=[O:16])[C:8](=[O:14])[C:9]2([CH3:13])[CH3:12])=[CH:4][CH:3]=1.C(O)(C(F)(F)F)=O, predict the reaction product. The product is: [Br:1][C:2]1[CH:11]=[C:10]2[C:5]([C:6]([OH:27])=[C:7]([C:15]([NH:17][C@H:18]([C:20]([OH:22])=[O:21])[CH3:19])=[O:16])[C:8](=[O:14])[C:9]2([CH3:12])[CH3:13])=[CH:4][CH:3]=1.